Dataset: Catalyst prediction with 721,799 reactions and 888 catalyst types from USPTO. Task: Predict which catalyst facilitates the given reaction. (1) Reactant: [CH3:1][O:2][C:3]([C:5]1[CH:6]=[C:7]([CH:11]=[CH:12][CH:13]=1)[C:8]([OH:10])=O)=[O:4].CN(C(ON1N=NC2C=CC=NC1=2)=[N+](C)C)C.F[P-](F)(F)(F)(F)F.[C:38]([O:42][C:43](=[O:48])[NH:44][CH2:45][CH2:46][NH2:47])([CH3:41])([CH3:40])[CH3:39]. Product: [C:38]([O:42][C:43]([NH:44][CH2:45][CH2:46][NH:47][C:8]([C:7]1[CH:6]=[C:5]([CH:13]=[CH:12][CH:11]=1)[C:3]([O:2][CH3:1])=[O:4])=[O:10])=[O:48])([CH3:41])([CH3:40])[CH3:39]. The catalyst class is: 39. (2) Reactant: [CH:1]#[C:2][CH2:3][CH2:4][CH2:5][CH3:6].C([Li])CCC.[Si:12]([O:19][C@@H:20]1[CH2:36][C@H:35]2[C@@:23]([CH3:49])([C@@H:24]3[C@@H:32]([CH2:33][C@@H:34]2[O:37][Si:38]([C:41]([CH3:44])([CH3:43])[CH3:42])([CH3:40])[CH3:39])[C@H:31]2[C@@:27]([CH3:48])([C@@H:28]([C:45](=[O:47])[CH3:46])[CH2:29][CH2:30]2)[CH2:26][CH2:25]3)[CH2:22][CH2:21]1)([C:15]([CH3:18])([CH3:17])[CH3:16])([CH3:14])[CH3:13].C(OCC)(=O)C. Product: [Si:12]([O:19][C@@H:20]1[CH2:36][C@H:35]2[C@@:23]([CH3:49])([C@@H:24]3[C@@H:32]([CH2:33][C@@H:34]2[O:37][Si:38]([C:41]([CH3:44])([CH3:43])[CH3:42])([CH3:40])[CH3:39])[C@H:31]2[C@@:27]([CH3:48])([C@@H:28]([C@@:45]([OH:47])([C:1]#[C:2][CH2:3][CH2:4][CH2:5][CH3:6])[CH3:46])[CH2:29][CH2:30]2)[CH2:26][CH2:25]3)[CH2:22][CH2:21]1)([C:15]([CH3:18])([CH3:17])[CH3:16])([CH3:14])[CH3:13]. The catalyst class is: 20. (3) Reactant: [CH3:1][O:2][C:3]1[CH:4]=[C:5]([CH:7]=[C:8]([O:10][CH2:11][CH2:12][CH2:13][N:14]2[CH2:19][CH2:18][O:17][CH2:16][CH2:15]2)[CH:9]=1)[NH2:6].[C:20]([C:24]1[CH:28]=[C:27]([NH:29][C:30]([NH:32][C:33]2[CH:38]=[CH:37][C:36]([O:39][C:40]3[CH:45]=[CH:44][N:43]=[C:42](Cl)[N:41]=3)=[C:35]([Cl:47])[C:34]=2[Cl:48])=[O:31])[N:26]([C:49]2[CH:54]=[CH:53][C:52]([CH3:55])=[CH:51][CH:50]=2)[N:25]=1)([CH3:23])([CH3:22])[CH3:21].C([O-])(O)=O.[Na+]. Product: [C:20]([C:24]1[CH:28]=[C:27]([NH:29][C:30]([NH:32][C:33]2[CH:38]=[CH:37][C:36]([O:39][C:40]3[CH:45]=[CH:44][N:43]=[C:42]([NH:6][C:5]4[CH:7]=[C:8]([O:10][CH2:11][CH2:12][CH2:13][N:14]5[CH2:15][CH2:16][O:17][CH2:18][CH2:19]5)[CH:9]=[C:3]([O:2][CH3:1])[CH:4]=4)[N:41]=3)=[C:35]([Cl:47])[C:34]=2[Cl:48])=[O:31])[N:26]([C:49]2[CH:54]=[CH:53][C:52]([CH3:55])=[CH:51][CH:50]=2)[N:25]=1)([CH3:23])([CH3:22])[CH3:21]. The catalyst class is: 3. (4) Reactant: Br[CH2:2][C:3]1[CH:8]=[CH:7][CH:6]=[CH:5][C:4]=1[S:9]([F:14])([F:13])([F:12])([F:11])[F:10].Cl.Cl.[NH:17]1[CH2:22][CH2:21][CH:20](/[CH:23]=[C:24]2/[C:25]([NH:30][CH2:31][C:32]#[CH:33])=[N:26][C:27](=[O:29])[S:28]/2)[CH2:19][CH2:18]1.C(=O)([O-])[O-].[K+].[K+].O. Product: [F:10][S:9]([F:14])([F:13])([F:12])([F:11])[C:4]1[CH:5]=[CH:6][CH:7]=[CH:8][C:3]=1[CH2:2][N:17]1[CH2:22][CH2:21][CH:20](/[CH:23]=[C:24]2/[C:25]([NH:30][CH2:31][C:32]#[CH:33])=[N:26][C:27](=[O:29])[S:28]/2)[CH2:19][CH2:18]1. The catalyst class is: 3. (5) Product: [NH2:1][C:2]1[C:28]([C:29]([F:30])([F:31])[F:32])=[CH:27][C:5]([CH2:6][C@@H:7]([CH2:8][C:9]([N:34]2[CH2:35][CH2:36][CH:37]([N:40]3[CH2:46][CH2:45][C:44]4[CH:47]=[CH:48][CH:49]=[CH:50][C:43]=4[NH:42][C:41]3=[O:51])[CH2:38][CH2:39]2)=[O:11])[C:12]([N:14]2[CH2:15][CH2:16][CH:17]([N:20]3[CH2:25][CH2:24][N:23]([CH3:26])[CH2:22][CH2:21]3)[CH2:18][CH2:19]2)=[O:13])=[CH:4][C:3]=1[Cl:33]. Reactant: [NH2:1][C:2]1[C:28]([C:29]([F:32])([F:31])[F:30])=[CH:27][C:5]([CH2:6][C@H:7]([C:12]([N:14]2[CH2:19][CH2:18][CH:17]([N:20]3[CH2:25][CH2:24][N:23]([CH3:26])[CH2:22][CH2:21]3)[CH2:16][CH2:15]2)=[O:13])[CH2:8][C:9]([OH:11])=O)=[CH:4][C:3]=1[Cl:33].[NH:34]1[CH2:39][CH2:38][CH:37]([N:40]2[CH2:46][CH2:45][C:44]3[CH:47]=[CH:48][CH:49]=[CH:50][C:43]=3[NH:42][C:41]2=[O:51])[CH2:36][CH2:35]1.CN(C(ON1N=NC2C=CC=CC1=2)=[N+](C)C)C.[B-](F)(F)(F)F.C1C=CC2N(O)N=NC=2C=1.C(N(CC)CC)C. The catalyst class is: 3. (6) Reactant: [Br:1][C:2]1[CH:9]=[CH:8][C:5]([C:6]#[N:7])=[C:4](F)[CH:3]=1.[CH3:11][C:12]1[CH:17]=[C:16]([CH3:18])[CH:15]=[C:14]([CH3:19])[C:13]=1[OH:20].C(=O)([O-])[O-].[K+].[K+].CS(C)=O. Product: [Br:1][C:2]1[CH:9]=[CH:8][C:5]([C:6]#[N:7])=[C:4]([O:20][C:13]2[C:14]([CH3:19])=[CH:15][C:16]([CH3:18])=[CH:17][C:12]=2[CH3:11])[CH:3]=1. The catalyst class is: 6.